This data is from Catalyst prediction with 721,799 reactions and 888 catalyst types from USPTO. The task is: Predict which catalyst facilitates the given reaction. (1) Reactant: [CH2:1]([O:8][CH2:9][C@@H:10](O)[CH2:11][O:12][C:13]([C:26]1[CH:31]=[CH:30][CH:29]=[CH:28][CH:27]=1)([C:20]1[CH:25]=[CH:24][CH:23]=[CH:22][CH:21]=1)[C:14]1[CH:19]=[CH:18][CH:17]=[CH:16][CH:15]=1)[C:2]1[CH:7]=[CH:6][CH:5]=[CH:4][CH:3]=1.N12CCCN=C1CCCCC2.[F:44]C(F)(C(F)(F)F)C(F)(F)C(F)(F)S(F)(=O)=O. Product: [CH2:1]([O:8][CH2:9][C@H:10]([F:44])[CH2:11][O:12][C:13]([C:26]1[CH:31]=[CH:30][CH:29]=[CH:28][CH:27]=1)([C:20]1[CH:25]=[CH:24][CH:23]=[CH:22][CH:21]=1)[C:14]1[CH:19]=[CH:18][CH:17]=[CH:16][CH:15]=1)[C:2]1[CH:7]=[CH:6][CH:5]=[CH:4][CH:3]=1. The catalyst class is: 11. (2) Reactant: [NH2:1][C@H:2]1[CH2:6][CH2:5][C@H:4]([C:7]([OH:10])([CH3:9])[CH3:8])[CH2:3]1.Cl[C:12]1[CH:13]=[CH:14][C:15]2[N:16]([C:18]([C:21]3[CH:26]=[CH:25][CH:24]=[C:23]([Cl:27])[CH:22]=3)=[CH:19][N:20]=2)[N:17]=1.[F-].[K+].O. Product: [Cl:27][C:23]1[CH:22]=[C:21]([C:18]2[N:16]3[N:17]=[C:12]([NH:1][C@H:2]4[CH2:6][CH2:5][C@H:4]([C:7]([OH:10])([CH3:9])[CH3:8])[CH2:3]4)[CH:13]=[CH:14][C:15]3=[N:20][CH:19]=2)[CH:26]=[CH:25][CH:24]=1. The catalyst class is: 16.